Dataset: Full USPTO retrosynthesis dataset with 1.9M reactions from patents (1976-2016). Task: Predict the reactants needed to synthesize the given product. (1) Given the product [Cl:1][C:2]1[N:3]=[N:4][C:5]([C:12]#[C:11][CH2:10][CH2:9][N:13]2[CH:17]=[N:16][CH:15]=[N:14]2)=[CH:6][CH:7]=1, predict the reactants needed to synthesize it. The reactants are: [Cl:1][C:2]1[N:3]=[N:4][C:5](I)=[CH:6][CH:7]=1.[CH2:9]([N:13]1[CH:17]=[N:16][CH:15]=[N:14]1)[CH2:10][C:11]#[CH:12].C(N(CC)CC)C.Cl. (2) Given the product [C:28]([O:32][C:33]1[CH:34]=[CH:35][C:36]([C:37]([NH:27][C@H:24]2[CH2:25][CH2:26][C@H:21]([CH2:20][CH2:19][N:16]3[CH2:17][CH2:18][N:13]([C:8]4[C:7]5[CH2:6][CH2:5][O:4][C:12]=5[CH:11]=[CH:10][N:9]=4)[CH2:14][CH2:15]3)[CH2:22][CH2:23]2)=[O:38])=[CH:40][CH:41]=1)([CH3:31])([CH3:29])[CH3:30], predict the reactants needed to synthesize it. The reactants are: Cl.Cl.Cl.[O:4]1[C:12]2[CH:11]=[CH:10][N:9]=[C:8]([N:13]3[CH2:18][CH2:17][N:16]([CH2:19][CH2:20][C@H:21]4[CH2:26][CH2:25][C@H:24]([NH2:27])[CH2:23][CH2:22]4)[CH2:15][CH2:14]3)[C:7]=2[CH2:6][CH2:5]1.[C:28]([O:32][C:33]1[CH:41]=[CH:40][C:36]([C:37](O)=[O:38])=[CH:35][CH:34]=1)([CH3:31])([CH3:30])[CH3:29]. (3) The reactants are: [F:1][C:2]1[CH:7]=[CH:6][C:5]([C@:8]2([CH3:30])[O:13][C:12](=[O:14])[N:11]([C@H:15]([C:17]3[CH:22]=[CH:21][C:20]([C:23]4[CH:28]=[CH:27][N:26]=[C:25]([CH3:29])[CH:24]=4)=[CH:19][CH:18]=3)[CH3:16])[CH2:10][CH2:9]2)=[CH:4][CH:3]=1.BrC1C=CC([C@@H](N2CC[C@@](C3C=CC(F)=CC=3)(C)OC2=O)C)=CC=1.CC1C=C(B(O)O)C=CN=1. Given the product [F:1][C:2]1[CH:7]=[CH:6][C:5]([C@@:8]2([CH3:30])[O:13][C:12](=[O:14])[N:11]([C@H:15]([C:17]3[CH:22]=[CH:21][C:20]([C:23]4[CH:28]=[CH:27][N:26]=[C:25]([CH3:29])[CH:24]=4)=[CH:19][CH:18]=3)[CH3:16])[CH2:10][CH2:9]2)=[CH:4][CH:3]=1, predict the reactants needed to synthesize it. (4) Given the product [CH:31]([C:33]1[CH:34]=[CH:35][C:36]([C:37]([NH:18][CH2:19][C@@H:20]([OH:21])[C:22]([OH:24])=[O:23])=[O:39])=[CH:40][CH:41]=1)=[O:32], predict the reactants needed to synthesize it. The reactants are: C([NH:18][CH2:19][C@H:20]([C:22]([OH:24])=[O:23])[OH:21])(OCC1C2C(=CC=CC=2)C2C1=CC=CC=2)=O.N1CCCCC1.[CH:31]([C:33]1[CH:41]=[CH:40][C:36]([C:37]([OH:39])=O)=[CH:35][CH:34]=1)=[O:32].C1C=CC2N(O)N=NC=2C=1.C(N=C=NC(C)C)(C)C. (5) Given the product [C:1]([NH:4][CH:5]([C:7]1[CH:8]=[CH:9][C:10]([C:11]([NH:35][CH2:36][C:37]2[C:38]([OH:45])=[N:39][C:40]([CH3:44])=[CH:41][C:42]=2[CH3:43])=[O:13])=[CH:14][CH:15]=1)[CH3:6])(=[O:3])[CH3:2], predict the reactants needed to synthesize it. The reactants are: [C:1]([NH:4][CH:5]([C:7]1[CH:15]=[CH:14][C:10]([C:11]([OH:13])=O)=[CH:9][CH:8]=1)[CH3:6])(=[O:3])[CH3:2].Cl.CN(C)CCCN=C=NCC.C(N(CC)CC)C.[NH2:35][CH2:36][C:37]1[C:38]([OH:45])=[N:39][C:40]([CH3:44])=[CH:41][C:42]=1[CH3:43]. (6) Given the product [CH3:18][O:17][CH2:16][N:12]1[C:11]2[CH:19]=[CH:20][C:8]([CH:6]([C:5]3[NH:1][N:2]=[CH:3][CH:4]=3)[CH3:7])=[CH:9][C:10]=2[S:14][C:13]1=[O:15], predict the reactants needed to synthesize it. The reactants are: [NH:1]1[C:5]([C:6]([C:8]2[CH:20]=[CH:19][C:11]3[N:12]([CH2:16][O:17][CH3:18])[C:13](=[O:15])[S:14][C:10]=3[CH:9]=2)=[CH2:7])=[CH:4][CH:3]=[N:2]1. (7) Given the product [Cl:15][C:16]1[CH:17]=[C:18]([C:26]([OH:28])=[O:27])[C:19]([CH3:25])=[C:20]2[C:24]=1[NH:23][CH:22]=[CH:21]2, predict the reactants needed to synthesize it. The reactants are: ClC1C(C(O)=O)=CC(C)=C2C=1C=CN2.[Cl:15][C:16]1[CH:17]=[C:18]([C:26]([O:28]C)=[O:27])[C:19]([CH3:25])=[C:20]2[C:24]=1[NH:23][CH:22]=[CH:21]2. (8) The reactants are: BrCCBr.Cl[Si](C)(C)C.I[CH:11]1[CH2:14][N:13]([C:15]([O:17][C:18]([CH3:21])([CH3:20])[CH3:19])=[O:16])[CH2:12]1.[Cl:22][C:23]1[C:24]([CH3:35])=[C:25](I)[C:26]([O:32][CH3:33])=[C:27]([C:29](=[O:31])[CH3:30])[CH:28]=1.O1C=CC=C1P(C1OC=CC=1)C1OC=CC=1. Given the product [C:29]([C:27]1[C:26]([O:32][CH3:33])=[C:25]([CH:11]2[CH2:14][N:13]([C:15]([O:17][C:18]([CH3:21])([CH3:20])[CH3:19])=[O:16])[CH2:12]2)[C:24]([CH3:35])=[C:23]([Cl:22])[CH:28]=1)(=[O:31])[CH3:30], predict the reactants needed to synthesize it. (9) Given the product [F:2][C:3]1[CH:8]=[CH:7][C:6]([C:9]2[CH:14]=[CH:13][N:12]([CH2:15][CH2:16][C@@:17]([CH3:32])([S:28]([CH3:31])(=[O:29])=[O:30])[C:18]([NH:20][OH:21])=[O:19])[C:11](=[O:33])[CH:10]=2)=[CH:5][CH:4]=1, predict the reactants needed to synthesize it. The reactants are: Cl.[F:2][C:3]1[CH:8]=[CH:7][C:6]([C:9]2[CH:14]=[CH:13][N:12]([CH2:15][CH2:16][C@@:17]([CH3:32])([S:28]([CH3:31])(=[O:30])=[O:29])[C:18]([NH:20][O:21]C3CCCCO3)=[O:19])[C:11](=[O:33])[CH:10]=2)=[CH:5][CH:4]=1.